From a dataset of Full USPTO retrosynthesis dataset with 1.9M reactions from patents (1976-2016). Predict the reactants needed to synthesize the given product. (1) Given the product [F:38][C:16]1[C:11]2[N:10]([C:18]([C:31]3[CH:36]=[CH:35][CH:34]=[CH:33][CH:32]=3)([C:25]3[CH:26]=[CH:27][CH:28]=[CH:29][CH:30]=3)[C:19]3[CH:24]=[CH:23][CH:22]=[CH:21][CH:20]=3)[N:9]=[C:8]([C:6]3[CH:5]=[CH:4][N:3]=[C:2]([CH3:1])[CH:7]=3)[C:12]=2[CH:13]=[N:14][C:15]=1[NH2:17], predict the reactants needed to synthesize it. The reactants are: [CH3:1][C:2]1[CH:7]=[C:6]([C:8]2[C:12]3[CH:13]=[N:14][C:15]([NH2:17])=[CH:16][C:11]=3[N:10]([C:18]([C:31]3[CH:36]=[CH:35][CH:34]=[CH:33][CH:32]=3)([C:25]3[CH:30]=[CH:29][CH:28]=[CH:27][CH:26]=3)[C:19]3[CH:24]=[CH:23][CH:22]=[CH:21][CH:20]=3)[N:9]=2)[CH:5]=[CH:4][N:3]=1.[Xe](F)[F:38]. (2) Given the product [CH2:1]([O:8][C:9]1[C:10]([CH2:15][O:18][CH3:17])=[N:11][CH:12]=[CH:13][CH:14]=1)[C:2]1[CH:7]=[CH:6][CH:5]=[CH:4][CH:3]=1, predict the reactants needed to synthesize it. The reactants are: [CH2:1]([O:8][C:9]1[C:10]([CH2:15]Cl)=[N:11][CH:12]=[CH:13][CH:14]=1)[C:2]1[CH:7]=[CH:6][CH:5]=[CH:4][CH:3]=1.[CH3:17][O-:18].[Na+].[Na]. (3) Given the product [F:1][C:2]([F:25])([F:26])[C@H:3]1[CH2:8][CH2:7][C@H:6]([NH:9][C:10]([C:11]2[C:12]([O:19][CH2:20][CH:21]([F:22])[F:23])=[CH:13][C:14]3[NH:18][C:43]([NH:42][C:41]4[C:40]([Cl:45])=[CH:39][CH:38]=[C:29]([CH2:30][NH:31][C:32](=[O:37])[C:33]([CH3:34])([CH3:35])[CH3:36])[C:28]=4[Cl:27])=[N:17][C:15]=3[CH:16]=2)=[O:24])[CH2:5][CH2:4]1, predict the reactants needed to synthesize it. The reactants are: [F:1][C:2]([F:26])([F:25])[C@H:3]1[CH2:8][CH2:7][C@H:6]([NH:9][C:10](=[O:24])[C:11]2[CH:16]=[C:15]([NH2:17])[C:14]([NH2:18])=[CH:13][C:12]=2[O:19][CH2:20][CH:21]([F:23])[F:22])[CH2:5][CH2:4]1.[Cl:27][C:28]1[C:41]([N:42]=[C:43]=S)=[C:40]([Cl:45])[CH:39]=[CH:38][C:29]=1[CH2:30][NH:31][C:32](=[O:37])[C:33]([CH3:36])([CH3:35])[CH3:34].CC(C)N=C=NC(C)C.